This data is from Forward reaction prediction with 1.9M reactions from USPTO patents (1976-2016). The task is: Predict the product of the given reaction. (1) Given the reactants [N+]([O-])(O)=O.[N+]([O-])(O)=O.[CH3:9][O:10][C:11]1[CH:12]=[C:13]([NH:23][C:24]([NH2:26])=[NH:25])[CH:14]=[CH:15][C:16]=1[N:17]1[CH:21]=[C:20]([CH3:22])[N:19]=[CH:18]1.[Cl:27][C:28]1[CH:33]=[CH:32][C:31]([C:34]([CH3:44])([CH3:43])[C:35](=O)[C:36]([CH3:41])=[CH:37]N(C)C)=[CH:30][CH:29]=1.C(N(CC)CC)C, predict the reaction product. The product is: [Cl:27][C:28]1[CH:33]=[CH:32][C:31]([C:34]([C:35]2[C:36]([CH3:41])=[CH:37][N:26]=[C:24]([NH:23][C:13]3[CH:14]=[CH:15][C:16]([N:17]4[CH:21]=[C:20]([CH3:22])[N:19]=[CH:18]4)=[C:11]([O:10][CH3:9])[CH:12]=3)[N:25]=2)([CH3:43])[CH3:44])=[CH:30][CH:29]=1. (2) The product is: [F:15][C:16]1[CH:24]=[C:23]2[C:19]([C:20]([C:2]3[CH:3]=[CH:4][C:5]4[S:9](=[O:11])(=[O:10])[NH:8][CH:7]([CH2:12][OH:13])[C:6]=4[CH:14]=3)=[CH:21][N:22]2[C:25]([O:27][C:28]([CH3:31])([CH3:30])[CH3:29])=[O:26])=[CH:18][CH:17]=1. Given the reactants Br[C:2]1[CH:3]=[CH:4][C:5]2[S:9](=[O:11])(=[O:10])[NH:8][CH:7]([CH2:12][OH:13])[C:6]=2[CH:14]=1.[F:15][C:16]1[CH:24]=[C:23]2[C:19]([C:20](B3OC(C)(C)C(C)(C)O3)=[CH:21][N:22]2[C:25]([O:27][C:28]([CH3:31])([CH3:30])[CH3:29])=[O:26])=[CH:18][CH:17]=1.C([O-])([O-])=O.[Cs+].[Cs+], predict the reaction product. (3) Given the reactants [Cl:1][C:2]1[N:7]=[CH:6][C:5]([CH2:8][N:9]([CH:23]2[CH2:25][CH2:24]2)[CH:10]2[CH2:15][CH2:14][N:13](C(OC(C)(C)C)=O)[CH2:12][CH2:11]2)=[CH:4][CH:3]=1.C(O)(C(F)(F)F)=O, predict the reaction product. The product is: [Cl:1][C:2]1[N:7]=[CH:6][C:5]([CH2:8][N:9]([CH:23]2[CH2:24][CH2:25]2)[CH:10]2[CH2:11][CH2:12][NH:13][CH2:14][CH2:15]2)=[CH:4][CH:3]=1. (4) Given the reactants [S:1]([C:5]1[CH:39]=[CH:38][C:8]([CH2:9][CH2:10][NH:11][CH2:12][C:13]2[N:14]([CH2:18][C:19]([N:21]([CH2:30][C:31]([O:33][C:34]([CH3:37])([CH3:36])[CH3:35])=[O:32])[CH2:22][C:23]([O:25][C:26]([CH3:29])([CH3:28])[CH3:27])=[O:24])=[O:20])[CH:15]=[CH:16][N:17]=2)=[CH:7][CH:6]=1)(=[O:4])(=[O:3])[NH2:2].[C:40]([O:44][C:45](=[O:78])[CH2:46][CH2:47][C:48]([NH:67][C:68](=[O:77])[CH2:69][N:70]1[CH:74]=[CH:73][N:72]=[C:71]1[CH:75]=O)([CH2:58][CH2:59][C:60]([O:62][C:63]([CH3:66])([CH3:65])[CH3:64])=[O:61])[CH2:49][CH2:50][C:51]([O:53][C:54]([CH3:57])([CH3:56])[CH3:55])=[O:52])([CH3:43])([CH3:42])[CH3:41].CC(O)=O.[BH-](OC(C)=O)(OC(C)=O)OC(C)=O.[Na+], predict the reaction product. The product is: [C:26]([O:25][C:23](=[O:24])[CH2:22][N:21]([CH2:30][C:31](=[O:32])[O:33][C:34]([CH3:37])([CH3:36])[CH3:35])[C:19](=[O:20])[CH2:18][N:14]1[CH:15]=[CH:16][N:17]=[C:13]1[CH2:12][N:11]([CH2:75][C:71]1[N:70]([CH2:69][C:68]([NH:67][C:48]([CH2:58][CH2:59][C:60]([O:62][C:63]([CH3:66])([CH3:65])[CH3:64])=[O:61])([CH2:47][CH2:46][C:45]([O:44][C:40]([CH3:41])([CH3:42])[CH3:43])=[O:78])[CH2:49][CH2:50][C:51]([O:53][C:54]([CH3:57])([CH3:56])[CH3:55])=[O:52])=[O:77])[CH:74]=[CH:73][N:72]=1)[CH2:10][CH2:9][C:8]1[CH:38]=[CH:39][C:5]([S:1](=[O:3])(=[O:4])[NH2:2])=[CH:6][CH:7]=1)([CH3:27])([CH3:28])[CH3:29]. (5) Given the reactants [F:1][C:2]1[CH:21]=[CH:20][C:5]2[C:6]([C:9]3[CH:14]=[CH:13][CH:12]=[C:11]([O:15][CH2:16][C@H:17]4[CH2:19][O:18]4)[CH:10]=3)=[N:7][O:8][C:4]=2[CH:3]=1.[CH2:22](O)[CH3:23].Cl[CH:26]([Cl:28])[CH3:27], predict the reaction product. The product is: [Cl:28][C:26]1[CH:23]=[CH:22][C:5]([CH2:6][NH:7][CH2:19][C@@H:17]([OH:18])[CH2:16][O:15][C:11]2[CH:12]=[CH:13][CH:14]=[C:9]([C:6]3[C:5]4[CH:20]=[CH:21][C:2]([F:1])=[CH:3][C:4]=4[O:8][N:7]=3)[CH:10]=2)=[CH:4][CH:27]=1. (6) Given the reactants [Cl-].O[NH3+:3].[C:4](=[O:7])([O-])[OH:5].[Na+].CS(C)=O.[Si]([O:20][C:21]1([CH2:24][O:25][C@H:26]2[CH2:31][CH2:30][C@H:29]([N:32]3[C:37](=[O:38])[C:36]([CH2:39][C:40]4[CH:45]=[CH:44][C:43]([C:46]5[C:47]([C:52]#[N:53])=[CH:48][CH:49]=[CH:50][CH:51]=5)=[CH:42][CH:41]=4)=[C:35]([CH2:54][CH2:55][CH3:56])[N:34]4[N:57]=[CH:58][CH:59]=[C:33]34)[CH2:28][CH2:27]2)[CH2:23][CH2:22]1)(C(C)(C)C)(C)C, predict the reaction product. The product is: [OH:20][C:21]1([CH2:24][O:25][C@H:26]2[CH2:31][CH2:30][C@H:29]([N:32]3[C:37](=[O:38])[C:36]([CH2:39][C:40]4[CH:45]=[CH:44][C:43]([C:46]5[CH:51]=[CH:50][CH:49]=[CH:48][C:47]=5[C:52]5[NH:53][C:4](=[O:7])[O:5][N:3]=5)=[CH:42][CH:41]=4)=[C:35]([CH2:54][CH2:55][CH3:56])[N:34]4[N:57]=[CH:58][CH:59]=[C:33]34)[CH2:28][CH2:27]2)[CH2:23][CH2:22]1.